Regression. Given a peptide amino acid sequence and an MHC pseudo amino acid sequence, predict their binding affinity value. This is MHC class II binding data. From a dataset of Peptide-MHC class II binding affinity with 134,281 pairs from IEDB. The peptide sequence is LTAAINKGILVTVNPHHHHHH. The MHC is DRB1_0701 with pseudo-sequence DRB1_0701. The binding affinity (normalized) is 0.579.